Dataset: Full USPTO retrosynthesis dataset with 1.9M reactions from patents (1976-2016). Task: Predict the reactants needed to synthesize the given product. (1) Given the product [ClH:46].[Cl:46][C:47]1[CH:54]=[CH:53][C:50]([CH2:51][N:10]2[C:9]3[C:4](=[N:5][CH:6]=[CH:7][C:8]=3[N:11]3[CH2:20][CH2:19][C:18]4[C:13](=[CH:14][CH:15]=[CH:16][CH:17]=4)[CH2:12]3)[C:3]([CH3:21])=[C:2]2[CH3:1])=[CH:49][CH:48]=1, predict the reactants needed to synthesize it. The reactants are: [CH3:1][C:2]1[NH:10][C:9]2[C:4](=[N:5][CH:6]=[CH:7][C:8]=2[N:11]2[CH2:20][CH2:19][C:18]3[C:13](=[CH:14][CH:15]=[CH:16][CH:17]=3)[CH2:12]2)[C:3]=1[CH3:21].CC(C)([O-])C.[K+].C1OCCOCCOCCOCCOCCOC1.[Cl:46][C:47]1[CH:54]=[CH:53][C:50]([CH2:51]Cl)=[CH:49][CH:48]=1. (2) The reactants are: [Cl:1][C:2]1[CH:3]=[C:4]([CH:9]2[O:17][CH2:16][CH2:15][N:14]([C:18]([O:20][C:21]([CH3:24])([CH3:23])[CH3:22])=[O:19])[CH2:13][C:10]32[O:12][CH2:11]3)[CH:5]=[CH:6][C:7]=1[Cl:8].[N-:25]=[N+:26]=[N-:27].[Na+].O. Given the product [N:25]([CH2:11][C:10]1([OH:12])[CH:9]([C:4]2[CH:5]=[CH:6][C:7]([Cl:8])=[C:2]([Cl:1])[CH:3]=2)[O:17][CH2:16][CH2:15][N:14]([C:18]([O:20][C:21]([CH3:24])([CH3:23])[CH3:22])=[O:19])[CH2:13]1)=[N+:26]=[N-:27], predict the reactants needed to synthesize it. (3) Given the product [C:15]([O:19][C:20](=[O:30])[CH2:21][N:22]1[C:26]([CH3:27])=[C:25]([CH3:28])[S:24][C:23]1=[N:29][C:11]([C:1]12[CH2:10][CH:5]3[CH2:4][CH:3]([CH2:9][CH:7]([CH2:6]3)[CH2:8]1)[CH2:2]2)=[O:12])([CH3:18])([CH3:16])[CH3:17], predict the reactants needed to synthesize it. The reactants are: [C:1]12([C:11](O)=[O:12])[CH2:10][CH:5]3[CH2:6][CH:7]([CH2:9][CH:3]([CH2:4]3)[CH2:2]1)[CH2:8]2.Br.[C:15]([O:19][C:20](=[O:30])[CH2:21][N:22]1[C:26]([CH3:27])=[C:25]([CH3:28])[S:24][C:23]1=[NH:29])([CH3:18])([CH3:17])[CH3:16]. (4) Given the product [F:17][C:8]1[CH:10]=[CH:11][C:5]([C:1]([CH3:4])([CH3:3])[CH3:2])=[CH:6][C:7]=1[N+:13]([O-:15])=[O:14], predict the reactants needed to synthesize it. The reactants are: [C:1]([C:5]1[CH:11]=[CH:10][C:8](N)=[CH:7][CH:6]=1)([CH3:4])([CH3:3])[CH3:2].Cl.[N:13]([O-:15])=[O:14].[Na+].[F:17][B-](F)(F)F.[Na+]. (5) The reactants are: [CH2:1]([C:3]1([C:14]2[CH:19]=[CH:18][CH:17]=[C:16]([O:20][CH3:21])[CH:15]=2)[CH2:9][CH2:8][CH2:7][CH2:6][N:5]([CH2:10][CH2:11]O)[C:4]1=[O:13])[CH3:2].CCN(CC)CC.CS(Cl)(=O)=O.[N-:34]=[N+:35]=[N-:36].[Na+]. Given the product [N:34]([CH2:11][CH2:10][N:5]1[CH2:6][CH2:7][CH2:8][CH2:9][C:3]([CH2:1][CH3:2])([C:14]2[CH:19]=[CH:18][CH:17]=[C:16]([O:20][CH3:21])[CH:15]=2)[C:4]1=[O:13])=[N+:35]=[N-:36], predict the reactants needed to synthesize it. (6) Given the product [Cl:13][CH:14]([Cl:18])[C:15]1[N:11]([CH3:12])[C:10]2[CH:9]=[CH:8][C:4]([C:5]([OH:7])=[O:6])=[CH:3][C:2]=2[N:1]=1, predict the reactants needed to synthesize it. The reactants are: [NH2:1][C:2]1[CH:3]=[C:4]([CH:8]=[CH:9][C:10]=1[NH:11][CH3:12])[C:5]([OH:7])=[O:6].[Cl:13][CH:14]([Cl:18])[C:15](Cl)=O.C(=O)([O-])[O-].[K+].[K+].C(=O)([O-])[O-].[Na+].[Na+].C(=O)(O)[O-].[Na+].C(=O)(O)[O-].[K+].[OH-].[Na+].[OH-].[K+].